Predict which catalyst facilitates the given reaction. From a dataset of Catalyst prediction with 721,799 reactions and 888 catalyst types from USPTO. (1) Reactant: Br[C:2]1[C:10]2[C:5](=[CH:6][CH:7]=[CH:8][CH:9]=2)[N:4]([C:11]2[N:15]=[C:14]([CH:16]3[CH2:21][CH2:20][N:19]([CH2:22][CH2:23][CH2:24][O:25][CH3:26])[CH2:18][CH2:17]3)[O:13][N:12]=2)[N:3]=1.[C:27]1(B2OC(C)(C)C(C)(C)O2)[CH2:32][CH2:31][CH2:30][CH2:29][CH:28]=1.C(=O)([O-])[O-].[K+].[K+]. Product: [C:27]1([C:2]2[C:10]3[C:5](=[CH:6][CH:7]=[CH:8][CH:9]=3)[N:4]([C:11]3[N:15]=[C:14]([CH:16]4[CH2:21][CH2:20][N:19]([CH2:22][CH2:23][CH2:24][O:25][CH3:26])[CH2:18][CH2:17]4)[O:13][N:12]=3)[N:3]=2)[CH2:32][CH2:31][CH2:30][CH2:29][CH:28]=1. The catalyst class is: 70. (2) Reactant: [NH2:1][C:2]1[S:3][CH:4]=[C:5]([CH3:7])[N:6]=1.Br[CH2:9][C:10]([C:12]1[CH:17]=[CH:16][C:15]([N+:18]([O-:20])=[O:19])=[CH:14][CH:13]=1)=O.C(=O)(O)[O-].[Na+]. Product: [CH3:7][C:5]1[N:6]2[CH:9]=[C:10]([C:12]3[CH:13]=[CH:14][C:15]([N+:18]([O-:20])=[O:19])=[CH:16][CH:17]=3)[N:1]=[C:2]2[S:3][CH:4]=1. The catalyst class is: 14.